Predict the reactants needed to synthesize the given product. From a dataset of Full USPTO retrosynthesis dataset with 1.9M reactions from patents (1976-2016). (1) Given the product [CH3:23][N:20]1[CH2:21][CH2:22][CH:17]([CH2:16][C:12]2[CH:11]=[C:10]([C:6]3[CH:7]=[CH:8][CH:9]=[C:4]([CH2:3][NH2:2])[CH:5]=3)[CH:15]=[CH:14][CH:13]=2)[CH2:18][CH2:19]1, predict the reactants needed to synthesize it. The reactants are: Cl.[NH2:2][CH2:3][C:4]1[CH:5]=[C:6]([C:10]2[CH:15]=[CH:14][CH:13]=[C:12]([CH2:16][CH:17]3[CH2:22][CH2:21][N:20]([C:23](OC(C)(C)C)=O)[CH2:19][CH2:18]3)[CH:11]=2)[CH:7]=[CH:8][CH:9]=1.[H-].[H-].[H-].[H-].[Li+].[Al+3]. (2) Given the product [C:6]([O:10][C:11](=[O:45])[N:12]([C@H:14]([C:16](=[O:44])[NH:17][C@@H:18]1[C:24](=[O:25])[N:23]([CH2:26][C:27]2[C:36]3[C:31](=[CH:32][CH:33]=[CH:34][CH:35]=3)[CH:30]=[CH:29][C:28]=2[O:38][CH3:39])[C:22]2[CH:40]=[CH:41][CH:42]=[CH:43][C:21]=2[N:20]([C:53](=[O:54])[C:52]2[CH:51]=[CH:50][C:49]([N+:46]([O-:48])=[O:47])=[CH:57][CH:56]=2)[CH2:19]1)[CH3:15])[CH3:13])([CH3:9])([CH3:8])[CH3:7], predict the reactants needed to synthesize it. The reactants are: O=P(Cl)(Cl)Cl.[C:6]([O:10][C:11](=[O:45])[N:12]([C@H:14]([C:16](=[O:44])[NH:17][C@@H:18]1[C:24](=[O:25])[N:23]([CH2:26][C:27]2[C:36]3[C:31](=[CH:32][C:33](Br)=[CH:34][CH:35]=3)[CH:30]=[CH:29][C:28]=2[O:38][CH3:39])[C:22]2[CH:40]=[CH:41][CH:42]=[CH:43][C:21]=2[NH:20][CH2:19]1)[CH3:15])[CH3:13])([CH3:9])([CH3:8])[CH3:7].[N+:46]([C:49]1[CH:57]=[CH:56][C:52]([C:53](O)=[O:54])=[CH:51][CH:50]=1)([O-:48])=[O:47]. (3) Given the product [NH2:24][CH2:23][C:9]1([C:4]2[CH:5]=[CH:6][C:7]([Cl:8])=[C:2]([Cl:1])[CH:3]=2)[O:15][CH2:14][CH2:13][N:12]([C:16]([O:18][C:19]([CH3:22])([CH3:21])[CH3:20])=[O:17])[CH2:11][CH2:10]1, predict the reactants needed to synthesize it. The reactants are: [Cl:1][C:2]1[CH:3]=[C:4]([C:9]2([CH2:23][N:24]3C(=O)C4C(=CC=CC=4)C3=O)[O:15][CH2:14][CH2:13][N:12]([C:16]([O:18][C:19]([CH3:22])([CH3:21])[CH3:20])=[O:17])[CH2:11][CH2:10]2)[CH:5]=[CH:6][C:7]=1[Cl:8].NN. (4) Given the product [C:1]([O:5][C:6]([N:8]1[CH2:12][CH2:11][C@H:10]([CH:13]=[CH2:14])[C@H:9]1[C:15]([OH:19])=[O:16])=[O:7])([CH3:4])([CH3:3])[CH3:2], predict the reactants needed to synthesize it. The reactants are: [C:1]([O:5][C:6]([N:8]1[CH2:12][CH2:11][C@H:10]([CH:13]=[CH2:14])[C@H:9]1[CH2:15][OH:16])=[O:7])([CH3:4])([CH3:3])[CH3:2].CC(C)=[O:19].OS(O)(=O)=O.O=[Cr](=O)=O.OS(O)(=O)=O.O. (5) Given the product [Br:13][C:9]1[CH:8]=[C:7]([C:17]2[CH2:18][CH2:19][O:14][CH2:15][CH:16]=2)[CH:12]=[CH:11][CH:10]=1, predict the reactants needed to synthesize it. The reactants are: C([Li])CCC.Br[C:7]1[CH:12]=[CH:11][CH:10]=[C:9]([Br:13])[CH:8]=1.[O:14]1[CH2:19][CH2:18][C:17](=O)[CH2:16][CH2:15]1.[Cl-].[NH4+]. (6) Given the product [C:28]([C:29]1[N:30]([CH:31]2[CH2:34][N:33]([C:35]([O:37][C:38]([CH3:41])([CH3:40])[CH3:39])=[O:36])[CH2:32]2)[CH:26]=[N:25][C:14]=1[C:11]1[CH:10]=[CH:9][C:8]([F:7])=[CH:13][CH:12]=1)(=[O:27])[CH3:42], predict the reactants needed to synthesize it. The reactants are: C(=O)([O-])[O-].[K+].[K+].[F:7][C:8]1[CH:13]=[CH:12][C:11]([CH:14]([N+:25]#[C-:26])S(C2C=CC(C)=CC=2)(=O)=O)=[CH:10][CH:9]=1.[O:27]=[C:28]([CH3:42])/[CH:29]=[N:30]/[CH:31]1[CH2:34][N:33]([C:35]([O:37][C:38]([CH3:41])([CH3:40])[CH3:39])=[O:36])[CH2:32]1.